Dataset: Forward reaction prediction with 1.9M reactions from USPTO patents (1976-2016). Task: Predict the product of the given reaction. (1) The product is: [CH3:1][C:2]1[C:3]([C:15]2[CH:20]=[CH:19][CH:18]=[CH:17][CH:16]=2)=[N:4][C:5]2[C:10]([C:11]=1[C:12]1[O:27][C:23]([C:28]3[CH:33]=[CH:32][CH:31]=[CH:30][CH:29]=3)([CH2:24][CH2:25][CH3:26])[CH2:22][N:21]=1)=[CH:9][CH:8]=[CH:7][CH:6]=2. Given the reactants [CH3:1][C:2]1[C:3]([C:15]2[CH:20]=[CH:19][CH:18]=[CH:17][CH:16]=2)=[N:4][C:5]2[C:10]([C:11]=1[C:12](O)=O)=[CH:9][CH:8]=[CH:7][CH:6]=2.[NH2:21][CH2:22][C:23]([C:28]1[CH:33]=[CH:32][CH:31]=[CH:30][CH:29]=1)([OH:27])[CH2:24][CH2:25][CH3:26], predict the reaction product. (2) Given the reactants [Cl:1][C:2]1[C:3]([O:8][CH:9]2[CH2:12][N:11](C(OC(C)(C)C)=O)[CH2:10]2)=[N:4][CH:5]=[CH:6][N:7]=1.Cl.O1CCOCC1, predict the reaction product. The product is: [NH:11]1[CH2:10][CH:9]([O:8][C:3]2[C:2]([Cl:1])=[N:7][CH:6]=[CH:5][N:4]=2)[CH2:12]1. (3) Given the reactants F[P-](F)(F)(F)(F)F.N1(OC(N(C)C)=[N+](C)C)C2N=CC=CC=2N=N1.[F:25][C:26]1[CH:27]=[C:28]([CH:32]=[CH:33][CH:34]=1)[C:29]([OH:31])=O.CCN(C(C)C)C(C)C.[CH2:44]([O:51][C:52]1[CH:60]=[C:55]2[CH2:56][NH:57][CH2:58][CH2:59][N:54]2[N:53]=1)[C:45]1[CH:50]=[CH:49][CH:48]=[CH:47][CH:46]=1, predict the reaction product. The product is: [CH2:44]([O:51][C:52]1[CH:60]=[C:55]2[CH2:56][N:57]([C:29]([C:28]3[CH:32]=[CH:33][CH:34]=[C:26]([F:25])[CH:27]=3)=[O:31])[CH2:58][CH2:59][N:54]2[N:53]=1)[C:45]1[CH:46]=[CH:47][CH:48]=[CH:49][CH:50]=1. (4) Given the reactants [OH:1][C:2]1[CH:7]=[CH:6][C:5]([C:8]2[CH:12]=[C:11]([C:13]([NH2:15])=[O:14])[O:10][N:9]=2)=[CH:4][CH:3]=1.C([O-])([O-])=O.[K+].[K+].[CH3:22][O:23][C:24]1[CH:31]=[CH:30][CH:29]=[CH:28][C:25]=1[CH2:26]Cl, predict the reaction product. The product is: [CH3:22][O:23][C:24]1[CH:31]=[CH:30][CH:29]=[CH:28][C:25]=1[CH2:26][O:1][C:2]1[CH:3]=[CH:4][C:5]([C:8]2[CH:12]=[C:11]([C:13]([NH2:15])=[O:14])[O:10][N:9]=2)=[CH:6][CH:7]=1. (5) The product is: [CH3:6][C:7]1[C@@H:24]([O:25][C:26]([C@H:28]([OH:44])[C@@H:29]([NH:36][C:37]([O:39][C:40]([CH3:41])([CH3:42])[CH3:43])=[O:38])[C:30]2[CH:31]=[CH:32][CH:33]=[CH:34][CH:35]=2)=[O:27])[CH2:23][C@:19]2([OH:45])[C:20]([CH3:21])([CH3:22])[C:8]=1[C@@H:9]([O:64][CH3:65])[C:10]([C@@:12]1([CH3:63])[C@H:17]([C@@H:18]2[O:46][C:47]([C:49]2[CH:54]=[CH:53][CH:52]=[CH:51][CH:50]=2)=[O:48])[C@:16]2([O:57][C:58]([CH3:60])=[O:59])[CH2:55][O:56][C@@H:15]2[CH2:14][C@@H:13]1[O:61][CH3:62])=[O:11].[NH2:84][CH:76]([CH2:80][CH2:81][CH2:82][CH3:83])[C:66]([O-:68])=[O:67]. Given the reactants CS(O)(=O)=O.[CH3:6][C:7]1[C@@H:24]([O:25][C:26]([C@H:28]([OH:44])[C@@H:29]([NH:36][C:37]([O:39][C:40]([CH3:43])([CH3:42])[CH3:41])=[O:38])[C:30]2[CH:31]=[CH:32][CH:33]=[CH:34][CH:35]=2)=[O:27])[CH2:23][C@:19]2([OH:45])[C:20]([CH3:22])([CH3:21])[C:8]=1[C@@H:9]([O:64][CH3:65])[C:10]([C@@:12]1([CH3:63])[C@H:17]([C@@H:18]2[O:46][C:47]([C:49]2[CH:50]=[CH:51][CH:52]=[CH:53][CH:54]=2)=[O:48])[C@:16]2([O:57][C:58]([CH3:60])=[O:59])[CH2:55][O:56][C@@H:15]2[CH2:14][C@@H:13]1[O:61][CH3:62])=[O:11].[C:66]([C:76]([NH2:84])([CH2:80][CH2:81][CH2:82][CH3:83])C([O-])=O)([O:68]CC1C=CC=CC=1)=[O:67].C, predict the reaction product. (6) Given the reactants [CH3:1][O:2][C:3](=[O:16])[C:4]1[CH:9]=[CH:8][C:7]([C:10]#[C:11][Si](C)(C)C)=[CH:6][CH:5]=1.[F-].C([N+](CCCC)(CCCC)CCCC)CCC.C(O)(=O)C, predict the reaction product. The product is: [CH3:1][O:2][C:3](=[O:16])[C:4]1[CH:9]=[CH:8][C:7]([C:10]#[CH:11])=[CH:6][CH:5]=1. (7) Given the reactants [CH3:1][C:2]1[CH:7]=[C:6]([C:8]([C:10]([F:13])([F:12])[F:11])=[CH2:9])[CH:5]=[C:4]([CH3:14])[C:3]=1[NH2:15].C(N(CC)CC)C.[N+:23]([C:26]1[CH:27]=[C:28]([CH:32]=[CH:33][CH:34]=1)[C:29](Cl)=[O:30])([O-:25])=[O:24], predict the reaction product. The product is: [CH3:1][C:2]1[CH:7]=[C:6]([C:8]([C:10]([F:13])([F:11])[F:12])=[CH2:9])[CH:5]=[C:4]([CH3:14])[C:3]=1[NH:15][C:29](=[O:30])[C:28]1[CH:32]=[CH:33][CH:34]=[C:26]([N+:23]([O-:25])=[O:24])[CH:27]=1. (8) Given the reactants [CH3:1][O:2][C:3]1[C:8]2[O:9][CH2:10][CH2:11][O:12][C:7]=2[C:6]([Sn](CCCC)(CCCC)CCCC)=[CH:5][CH:4]=1.I[C:27]1[CH:37]=[CH:36][C:30]([C:31]([O:33][CH2:34][CH3:35])=[O:32])=[CH:29][CH:28]=1.C(=O)([O-])[O-].[Na+].[Na+].[F-].[NH4+], predict the reaction product. The product is: [CH2:34]([O:33][C:31]([C:30]1[CH:36]=[CH:37][C:27]([C:6]2[C:7]3[O:12][CH2:11][CH2:10][O:9][C:8]=3[C:3]([O:2][CH3:1])=[CH:4][CH:5]=2)=[CH:28][CH:29]=1)=[O:32])[CH3:35].